Dataset: NCI-60 drug combinations with 297,098 pairs across 59 cell lines. Task: Regression. Given two drug SMILES strings and cell line genomic features, predict the synergy score measuring deviation from expected non-interaction effect. (1) Drug 1: COC1=CC(=CC(=C1O)OC)C2C3C(COC3=O)C(C4=CC5=C(C=C24)OCO5)OC6C(C(C7C(O6)COC(O7)C8=CC=CS8)O)O. Drug 2: CC(C)(C#N)C1=CC(=CC(=C1)CN2C=NC=N2)C(C)(C)C#N. Cell line: NCI-H460. Synergy scores: CSS=29.5, Synergy_ZIP=-1.59, Synergy_Bliss=-4.42, Synergy_Loewe=-17.1, Synergy_HSA=-3.87. (2) Drug 1: CC1=C2C(C(=O)C3(C(CC4C(C3C(C(C2(C)C)(CC1OC(=O)C(C(C5=CC=CC=C5)NC(=O)OC(C)(C)C)O)O)OC(=O)C6=CC=CC=C6)(CO4)OC(=O)C)OC)C)OC. Drug 2: CS(=O)(=O)C1=CC(=C(C=C1)C(=O)NC2=CC(=C(C=C2)Cl)C3=CC=CC=N3)Cl. Cell line: SK-MEL-2. Synergy scores: CSS=50.5, Synergy_ZIP=4.83, Synergy_Bliss=4.74, Synergy_Loewe=-32.4, Synergy_HSA=2.16. (3) Drug 1: CC12CCC3C(C1CCC2O)C(CC4=C3C=CC(=C4)O)CCCCCCCCCS(=O)CCCC(C(F)(F)F)(F)F. Drug 2: C1CC(=O)NC(=O)C1N2C(=O)C3=CC=CC=C3C2=O. Cell line: M14. Synergy scores: CSS=-9.60, Synergy_ZIP=16.0, Synergy_Bliss=11.4, Synergy_Loewe=-4.87, Synergy_HSA=-3.91. (4) Drug 1: C1CCN(CC1)CCOC2=CC=C(C=C2)C(=O)C3=C(SC4=C3C=CC(=C4)O)C5=CC=C(C=C5)O. Drug 2: C1=CN(C(=O)N=C1N)C2C(C(C(O2)CO)O)O.Cl. Cell line: CAKI-1. Synergy scores: CSS=40.3, Synergy_ZIP=-1.28, Synergy_Bliss=-1.81, Synergy_Loewe=-21.9, Synergy_HSA=-0.159. (5) Drug 1: C(CC(=O)O)C(=O)CN.Cl. Drug 2: COC1=C2C(=CC3=C1OC=C3)C=CC(=O)O2. Cell line: SF-268. Synergy scores: CSS=17.2, Synergy_ZIP=1.05, Synergy_Bliss=3.52, Synergy_Loewe=1.78, Synergy_HSA=1.98.